From a dataset of CYP2C9 inhibition data for predicting drug metabolism from PubChem BioAssay. Regression/Classification. Given a drug SMILES string, predict its absorption, distribution, metabolism, or excretion properties. Task type varies by dataset: regression for continuous measurements (e.g., permeability, clearance, half-life) or binary classification for categorical outcomes (e.g., BBB penetration, CYP inhibition). Dataset: cyp2c9_veith. (1) The molecule is O=C(c1csnn1)N1CCC2(CCCN(Cc3ccccc3)C2)CC1. The result is 0 (non-inhibitor). (2) The molecule is O=C(Nc1cccc(NC(=O)N2CCN(c3ccccc3)CC2)c1)N1CCN(c2ccccc2)CC1. The result is 1 (inhibitor).